Predict the product of the given reaction. From a dataset of Forward reaction prediction with 1.9M reactions from USPTO patents (1976-2016). (1) Given the reactants [F:1][C:2]1[C:7]([F:8])=[CH:6][C:5]([C:9]2[CH:14]=[CH:13][N:12]=[CH:11][C:10]=2[NH:15][CH2:16][C:17]([F:20])([F:19])[F:18])=[C:4]([O:21][CH3:22])[CH:3]=1.[F:23][C:24]([F:39])([F:38])[C:25]1[CH:26]=[C:27]([CH:31]=[C:32]([C:34]([F:37])([F:36])[F:35])[N:33]=1)[C:28](O)=[O:29], predict the reaction product. The product is: [F:1][C:2]1[C:7]([F:8])=[CH:6][C:5]([C:9]2[CH:14]=[CH:13][N:12]=[CH:11][C:10]=2[N:15]([CH2:16][C:17]([F:18])([F:19])[F:20])[C:28](=[O:29])[C:27]2[CH:31]=[C:32]([C:34]([F:35])([F:36])[F:37])[N:33]=[C:25]([C:24]([F:39])([F:23])[F:38])[CH:26]=2)=[C:4]([O:21][CH3:22])[CH:3]=1. (2) Given the reactants [CH3:1][C:2]([S:5]([N:7]([CH2:22][C:23]1[CH:28]=[CH:27][C:26]([C:29]([F:32])([F:31])[F:30])=[CH:25][CH:24]=1)[CH:8]([C:12]1[CH:17]=[CH:16][C:15]([C:18]([F:21])([F:20])[F:19])=[CH:14][CH:13]=1)[CH2:9][CH:10]=[CH2:11])=[O:6])([CH3:4])[CH3:3].[C:33]([O:37][CH3:38])(=[O:36])C=C, predict the reaction product. The product is: [C:2]([S:5]([N:7]([CH2:22][C:23]1[CH:28]=[CH:27][C:26]([C:29]([F:32])([F:30])[F:31])=[CH:25][CH:24]=1)[CH:8]([C:12]1[CH:17]=[CH:16][C:15]([C:18]([F:21])([F:20])[F:19])=[CH:14][CH:13]=1)[CH2:9]/[CH:10]=[CH:11]/[C:33]([O:37][CH3:38])=[O:36])=[O:6])([CH3:1])([CH3:3])[CH3:4]. (3) Given the reactants [CH2:1]([O:8][C:9]1[CH:10]=[CH:11][C:12]2[CH2:18][CH2:17][CH2:16][C:15](=[O:19])[NH:14][C:13]=2[CH:20]=1)[C:2]1[CH:7]=[CH:6][CH:5]=[CH:4][CH:3]=1.[Si]([I:25])(C)(C)C.II, predict the reaction product. The product is: [CH2:1]([O:8][C:9]1[CH:10]=[CH:11][C:12]2[CH2:18][CH2:17][CH:16]([I:25])[C:15](=[O:19])[NH:14][C:13]=2[CH:20]=1)[C:2]1[CH:3]=[CH:4][CH:5]=[CH:6][CH:7]=1. (4) Given the reactants [CH3:1][C:2]1[O:6][C:5]([C:7]2[CH:12]=[CH:11][CH:10]=[CH:9][CH:8]=2)=[N:4][C:3]=1[CH2:13][O:14][C:15]1[CH:31]=[CH:30][C:18]2[C:19]([C:24]3[CH:29]=[CH:28][CH:27]=[CH:26][CH:25]=3)=[C:20]([CH2:22]O)[O:21][C:17]=2[CH:16]=1.S(Cl)([Cl:34])=O.C(=O)([O-])O.[Na+], predict the reaction product. The product is: [Cl:34][CH2:22][C:20]1[O:21][C:17]2[CH:16]=[C:15]([O:14][CH2:13][C:3]3[N:4]=[C:5]([C:7]4[CH:12]=[CH:11][CH:10]=[CH:9][CH:8]=4)[O:6][C:2]=3[CH3:1])[CH:31]=[CH:30][C:18]=2[C:19]=1[C:24]1[CH:29]=[CH:28][CH:27]=[CH:26][CH:25]=1. (5) Given the reactants [CH:1]1[N:9]=[C:8](Br)[C:7]2[C:3](=[N:4][S:5][N:6]=2)[C:2]=1[Br:11].[CH2:12]([C:24]1([CH2:61][CH2:62][CH2:63][CH2:64][CH2:65][CH2:66][CH2:67][CH2:68][CH2:69][CH2:70][CH2:71][CH3:72])[C:47]2[CH:46]=[C:45]([Sn](CCCC)(CCCC)CCCC)[S:44][C:43]=2[C:26]2[S:27][C:28]([Sn:30]([CH2:39][CH2:40][CH2:41][CH3:42])([CH2:35][CH2:36][CH2:37][CH3:38])[CH2:31][CH2:32][CH2:33][CH3:34])=[CH:29][C:25]1=2)[CH2:13][CH2:14][CH2:15][CH2:16][CH2:17][CH2:18][CH2:19][CH2:20][CH2:21][CH2:22][CH3:23], predict the reaction product. The product is: [Br:11][C:2]1[C:3]2[C:7](=[N:6][S:5][N:4]=2)[C:8]([C:45]2[S:44][C:43]3[C:26]4[S:27][C:28]([Sn:30]([CH2:39][CH2:40][CH2:41][CH3:42])([CH2:31][CH2:32][CH2:33][CH3:34])[CH2:35][CH2:36][CH2:37][CH3:38])=[CH:29][C:25]=4[C:24]([CH2:61][CH2:62][CH2:63][CH2:64][CH2:65][CH2:66][CH2:67][CH2:68][CH2:69][CH2:70][CH2:71][CH3:72])([CH2:12][CH2:13][CH2:14][CH2:15][CH2:16][CH2:17][CH2:18][CH2:19][CH2:20][CH2:21][CH2:22][CH3:23])[C:47]=3[CH:46]=2)=[N:9][CH:1]=1.